Dataset: Peptide-MHC class I binding affinity with 185,985 pairs from IEDB/IMGT. Task: Regression. Given a peptide amino acid sequence and an MHC pseudo amino acid sequence, predict their binding affinity value. This is MHC class I binding data. (1) The peptide sequence is GLPSGLFQA. The MHC is HLA-A02:01 with pseudo-sequence HLA-A02:01. The binding affinity (normalized) is 0.479. (2) The peptide sequence is YNYSLTLEW. The MHC is HLA-B18:01 with pseudo-sequence HLA-B18:01. The binding affinity (normalized) is 0.213.